Dataset: hERG potassium channel inhibition data for cardiac toxicity prediction from Karim et al.. Task: Regression/Classification. Given a drug SMILES string, predict its toxicity properties. Task type varies by dataset: regression for continuous values (e.g., LD50, hERG inhibition percentage) or binary classification for toxic/non-toxic outcomes (e.g., AMES mutagenicity, cardiotoxicity, hepatotoxicity). Dataset: herg_karim. (1) The result is 1 (blocker). The molecule is Cc1ccc(-c2nnc(SCCCN3CC[C@]4(C[C@@H]4c4ccc(C(F)(F)F)cc4)C3)n2C)c(C)n1. (2) The drug is COc1ccc([C@]2(O)CC[C@H](N3CC(NC(=O)CNC(=O)c4cccc(C(F)(F)F)c4)C3)CC2)cn1. The result is 0 (non-blocker). (3) The compound is CNCc1cc(Oc2ccc3c(ccn3C(=O)Nc3ccc(F)c(C(F)(F)F)c3)c2)ncn1. The result is 1 (blocker). (4) The molecule is C[N+]1CCCC1CCOC(C)(c1ccccc1)c1ccc(Cl)cc1. The result is 1 (blocker). (5) The molecule is O=C1COc2ccc(CNC34CCC(CCc5c(F)cnc6ccc(OC[C@H]7C[C@H](O)[C@H](O)C7)nc56)(CC3)OC4)nc2N1. The result is 1 (blocker). (6) The drug is COC(=O)N(NC(=O)c1c(CN2CCN(C(C)(C)C)CC2)c(-c2ccccc2)nc2c(F)cccc12)c1ccccc1. The result is 1 (blocker). (7) The compound is Cc1cccc2c(=O)n(-c3ccc(OCCCN4CCCC4)cc3)c(C)nc12. The result is 1 (blocker). (8) The molecule is OC[C@@H]1CCCN(CCC[C@@H]2CCCc3ccc(OCc4ccc(-c5ccccc5F)cn4)cc32)C1. The result is 1 (blocker). (9) The molecule is CC(N[C@H]1CCCC[C@@H]1NC(=O)c1ccc(Cl)cc1)c1cccc2ccccc12. The result is 1 (blocker). (10) The drug is CN(C)C(=N)c1ccc(C(=O)Nc2ccc(Cl)cc2C(=O)Nc2ccc(Cl)cn2)c(N(C)CCCC(=O)O)c1. The result is 1 (blocker).